From a dataset of Full USPTO retrosynthesis dataset with 1.9M reactions from patents (1976-2016). Predict the reactants needed to synthesize the given product. (1) Given the product [C:16]([O:15][C:13]([N:10]1[CH2:11][CH2:12][C@H:7]([C:1]2[CH:6]=[CH:5][CH:4]=[CH:3][CH:2]=2)[C@@H:8]([C:20]([OH:22])=[O:21])[CH2:9]1)=[O:14])([CH3:19])([CH3:17])[CH3:18], predict the reactants needed to synthesize it. The reactants are: [C:1]1([C@H:7]2[CH2:12][CH2:11][N:10]([C:13]([O:15][C:16]([CH3:19])([CH3:18])[CH3:17])=[O:14])[CH2:9][C@@H:8]2[C:20]([O:22]C)=[O:21])[CH:6]=[CH:5][CH:4]=[CH:3][CH:2]=1.[OH-].[Na+]. (2) Given the product [C:31]([N:28]1[CH2:29][CH2:30][N:25]([C:8]2[N:9]=[C:10]([N:13]([CH2:14][C:15]3[N:16]=[CH:17][C:18]4[C:23]([CH:24]=3)=[CH:22][CH:21]=[CH:20][CH:19]=4)[C:42](=[O:44])[CH3:41])[C:11]3[CH2:12][N:4]([CH:1]([CH3:3])[CH3:2])[C:5](=[O:39])[C:6]=3[N:7]=2)[CH2:26][C@@H:27]1[CH3:38])(=[O:32])[CH3:47], predict the reactants needed to synthesize it. The reactants are: [CH:1]([N:4]1[CH2:12][C:11]2[C:10]([NH:13][CH2:14][C:15]3[N:16]=[CH:17][C:18]4[C:23]([CH:24]=3)=[CH:22][CH:21]=[CH:20][CH:19]=4)=[N:9][C:8]([N:25]3[CH2:30][CH2:29][N:28]([C:31](OC(C)(C)C)=[O:32])[C@@H:27]([CH3:38])[CH2:26]3)=[N:7][C:6]=2[C:5]1=[O:39])([CH3:3])[CH3:2].F[C:41](F)(F)[C:42]([OH:44])=O.[CH3:47]CN(C(C)C)C(C)C.C(Cl)(=O)C. (3) Given the product [C:1]([OH:11])(=[O:10])[CH2:2][CH2:3][C:4]1[CH:5]=[CH:6][CH:7]=[CH:8][CH:9]=1, predict the reactants needed to synthesize it. The reactants are: [C:1]([OH:11])(=[O:10])/[CH:2]=[CH:3]/[C:4]1[CH:9]=[CH:8][CH:7]=[CH:6][CH:5]=1.[H][H].